From a dataset of Full USPTO retrosynthesis dataset with 1.9M reactions from patents (1976-2016). Predict the reactants needed to synthesize the given product. (1) Given the product [Cl:1][C:2]1[C:3]([C:8]2[CH:13]=[CH:12][C:11]([CH:14]=[O:16])=[CH:10][CH:9]=2)=[N:4][CH:5]=[CH:6][CH:7]=1, predict the reactants needed to synthesize it. The reactants are: [Cl:1][C:2]1[C:3]([C:8]2[CH:13]=[CH:12][C:11]([CH3:14])=[CH:10][CH:9]=2)=[N:4][CH:5]=[CH:6][CH:7]=1.[Se](=O)=[O:16]. (2) Given the product [Cl:1][C:2]1[CH:7]=[C:6]([Cl:8])[CH:5]=[CH:4][C:3]=1[C:9]1[N:14]2[N:15]=[C:16]([CH2:21][CH3:22])[C:17]([NH2:18])=[C:13]2[CH:12]=[CH:11][CH:10]=1, predict the reactants needed to synthesize it. The reactants are: [Cl:1][C:2]1[CH:7]=[C:6]([Cl:8])[CH:5]=[CH:4][C:3]=1[C:9]1[N:14]2[N:15]=[C:16]([CH2:21][CH3:22])[C:17]([N+:18]([O-])=O)=[C:13]2[CH:12]=[CH:11][CH:10]=1.O.C(O)(=O)C. (3) Given the product [Cl:33][C:30]1[CH:31]=[CH:32][C:27]([C:25]2[CH:24]=[C:23]([CH3:34])[N:22]=[C:21]([C:17]3[CH:16]=[C:15]([C:11]4[CH:12]=[CH:13][CH:14]=[C:9]([S:6]([NH2:5])(=[O:8])=[O:7])[CH:10]=4)[CH:20]=[CH:19][CH:18]=3)[N:26]=2)=[CH:28][CH:29]=1, predict the reactants needed to synthesize it. The reactants are: C([NH:5][S:6]([C:9]1[CH:10]=[C:11]([C:15]2[CH:20]=[CH:19][CH:18]=[C:17]([C:21]3[N:26]=[C:25]([C:27]4[CH:32]=[CH:31][C:30]([Cl:33])=[CH:29][CH:28]=4)[CH:24]=[C:23]([CH3:34])[N:22]=3)[CH:16]=2)[CH:12]=[CH:13][CH:14]=1)(=[O:8])=[O:7])(C)(C)C.C(O)(C(F)(F)F)=O. (4) Given the product [CH2:1]([O:5][CH2:6][CH2:7][O:8][C:9]1[CH:10]=[CH:11][C:12]([C:15]2[CH:16]=[CH:17][C:18]3[N:24]([CH2:25][CH:26]([CH3:27])[CH3:28])[CH2:23][CH2:22][C:21]([C:29]([NH:31][C:32]4[CH:33]=[CH:34][C:35]([S:38]([CH2:39][C:40]5[N:44]([CH2:45][CH2:46][CH3:47])[N:43]=[N:42][CH:41]=5)=[O:57])=[CH:36][CH:37]=4)=[O:30])=[CH:20][C:19]=3[CH:48]=2)=[CH:13][CH:14]=1)[CH2:2][CH2:3][CH3:4], predict the reactants needed to synthesize it. The reactants are: [CH2:1]([O:5][CH2:6][CH2:7][O:8][C:9]1[CH:14]=[CH:13][C:12]([C:15]2[CH:16]=[CH:17][C:18]3[N:24]([CH2:25][CH:26]([CH3:28])[CH3:27])[CH2:23][CH2:22][C:21]([C:29]([NH:31][C:32]4[CH:37]=[CH:36][C:35]([S:38][CH2:39][C:40]5[N:44]([CH2:45][CH2:46][CH3:47])[N:43]=[N:42][CH:41]=5)=[CH:34][CH:33]=4)=[O:30])=[CH:20][C:19]=3[CH:48]=2)=[CH:11][CH:10]=1)[CH2:2][CH2:3][CH3:4].ClC1C=CC=C(C(OO)=[O:57])C=1.S([O-])([O-])(=O)=S.[Na+].[Na+]. (5) Given the product [C:1]([O:5][C:6]([NH:8][C@@H:9]([CH2:13][C:14]1[CH:23]=[CH:22][C:17]2[O:18][C:19](=[O:21])[O:20][C:16]=2[CH:15]=1)[C:10]([O:12][C@H:30]([CH3:31])[C@H:29]([O:28][C:26](=[O:27])[CH:25]([CH3:34])[CH3:24])[CH3:33])=[O:11])=[O:7])([CH3:4])([CH3:2])[CH3:3], predict the reactants needed to synthesize it. The reactants are: [C:1]([O:5][C:6]([NH:8][C@@H:9]([CH2:13][C:14]1[CH:23]=[CH:22][C:17]2[O:18][C:19](=[O:21])[O:20][C:16]=2[CH:15]=1)[C:10]([OH:12])=[O:11])=[O:7])([CH3:4])([CH3:3])[CH3:2].[CH3:24][CH:25]([CH3:34])[C:26]([O:28][C@H:29]([CH3:33])[C@H:30](O)[CH3:31])=[O:27].C1(N=C=NC2CCCCC2)CCCCC1. (6) Given the product [CH3:16][C:17]1[NH:21][C:20]2/[C:22](=[C:9]3\[C:10](=[O:15])[NH:11][C:12]4[C:8]\3=[CH:7][C:6]([S:3](=[O:5])(=[O:4])[NH:2][CH3:1])=[CH:14][CH:13]=4)/[CH2:23][CH2:24][C:19]=2[C:18]=1[C:26]([OH:28])=[O:27], predict the reactants needed to synthesize it. The reactants are: [CH3:1][NH:2][S:3]([C:6]1[CH:7]=[C:8]2[C:12](=[CH:13][CH:14]=1)[NH:11][C:10](=[O:15])[CH2:9]2)(=[O:5])=[O:4].[CH3:16][C:17]1[NH:21][C:20]2[C:22](=O)[CH2:23][CH2:24][C:19]=2[C:18]=1[C:26]([OH:28])=[O:27].